From a dataset of Peptide-MHC class I binding affinity with 185,985 pairs from IEDB/IMGT. Regression. Given a peptide amino acid sequence and an MHC pseudo amino acid sequence, predict their binding affinity value. This is MHC class I binding data. (1) The peptide sequence is ETIGLVRAL. The MHC is HLA-A02:19 with pseudo-sequence HLA-A02:19. The binding affinity (normalized) is 0.0847. (2) The binding affinity (normalized) is 0. The MHC is HLA-A02:03 with pseudo-sequence HLA-A02:03. The peptide sequence is QLEELEDEL. (3) The peptide sequence is DHQAAMQI. The MHC is Mamu-A07 with pseudo-sequence Mamu-A07. The binding affinity (normalized) is 0.451. (4) The peptide sequence is FTRMVVAAL. The MHC is HLA-A02:19 with pseudo-sequence HLA-A02:19. The binding affinity (normalized) is 0.0847. (5) The peptide sequence is YPKFHRSAM. The binding affinity (normalized) is 0.0847. The MHC is HLA-B46:01 with pseudo-sequence HLA-B46:01. (6) The peptide sequence is RSKIEVGIRH. The MHC is HLA-A11:01 with pseudo-sequence HLA-A11:01. The binding affinity (normalized) is 0.0502. (7) The peptide sequence is SELTVSPPD. The MHC is HLA-A02:03 with pseudo-sequence HLA-A02:03. The binding affinity (normalized) is 0.0847. (8) The peptide sequence is GTIIVHPNK. The MHC is HLA-B15:01 with pseudo-sequence HLA-B15:01. The binding affinity (normalized) is 0.0847. (9) The peptide sequence is IELPEKDSW. The MHC is HLA-B07:02 with pseudo-sequence HLA-B07:02. The binding affinity (normalized) is 0. (10) The peptide sequence is DSFSLESDSI. The MHC is H-2-Db with pseudo-sequence H-2-Db. The binding affinity (normalized) is 0.